This data is from Full USPTO retrosynthesis dataset with 1.9M reactions from patents (1976-2016). The task is: Predict the reactants needed to synthesize the given product. (1) Given the product [Cl:28][CH2:29][C:30]1[CH:31]=[C:32]([CH:36]=[CH:37][N:38]=1)[C:33]([NH:12][C:10]1[S:11][C:7]2[C:6]([N:13]3[CH2:18][CH2:17][O:16][CH2:15][CH2:14]3)=[CH:5][CH:4]=[C:3]([O:2][CH3:1])[C:8]=2[N:9]=1)=[O:34], predict the reactants needed to synthesize it. The reactants are: [CH3:1][O:2][C:3]1[C:8]2[N:9]=[C:10]([NH2:12])[S:11][C:7]=2[C:6]([N:13]2[CH2:18][CH2:17][O:16][CH2:15][CH2:14]2)=[CH:5][CH:4]=1.C(N(C(C)C)C(C)C)C.[Cl:28][CH2:29][C:30]1[CH:31]=[C:32]([CH:36]=[CH:37][N:38]=1)[C:33](Cl)=[O:34]. (2) Given the product [NH2:1][C:4]1[CH:5]=[C:6]2[C:10](=[CH:11][CH:12]=1)[N:9]([CH:13]1[CH2:18][CH2:17][N:16]([C:19]([O:21][C:22]([CH3:25])([CH3:24])[CH3:23])=[O:20])[CH2:15][CH2:14]1)[N:8]=[CH:7]2, predict the reactants needed to synthesize it. The reactants are: [N+:1]([C:4]1[CH:5]=[C:6]2[C:10](=[CH:11][CH:12]=1)[N:9]([CH:13]1[CH2:18][CH2:17][N:16]([C:19]([O:21][C:22]([CH3:25])([CH3:24])[CH3:23])=[O:20])[CH2:15][CH2:14]1)[N:8]=[CH:7]2)([O-])=O.[H][H]. (3) Given the product [O:43]1[C:44]2[CH:45]=[CH:46][C:47]([C:7]3[CH:15]=[CH:14][C:13]([C:16]4[N:17]([C:32]([O:34][C:35]([CH3:36])([CH3:38])[CH3:37])=[O:33])[C:18]5[C:23]([CH:24]=4)=[CH:22][C:21]([CH2:25][N:26]4[CH2:31][CH2:30][CH2:29][CH2:28][CH2:27]4)=[CH:20][CH:19]=5)=[C:12]4[C:8]=3[CH2:9][NH:10][C:11]4=[O:39])=[CH:48][C:49]=2[O:50][CH2:42]1, predict the reactants needed to synthesize it. The reactants are: FC(F)(F)S(O[C:7]1[CH:15]=[CH:14][C:13]([C:16]2[N:17]([C:32]([O:34][C:35]([CH3:38])([CH3:37])[CH3:36])=[O:33])[C:18]3[C:23]([CH:24]=2)=[CH:22][C:21]([CH2:25][N:26]2[CH2:31][CH2:30][CH2:29][CH2:28][CH2:27]2)=[CH:20][CH:19]=3)=[C:12]2[C:8]=1[CH2:9][NH:10][C:11]2=[O:39])(=O)=O.[CH2:42]1[O:50][C:49]2[CH:48]=[CH:47][C:46](B(O)O)=[CH:45][C:44]=2[O:43]1.C(=O)([O-])[O-].[K+].[K+].O. (4) Given the product [CH:30]([NH:1][CH2:2][C:3]1[NH:7][N:6]=[C:5]([C:8]2[CH:9]=[CH:10][C:11]([F:14])=[CH:12][CH:13]=2)[C:4]=1[C:15]1[CH:16]=[CH:17][N:18]=[CH:19][CH:20]=1)=[O:31], predict the reactants needed to synthesize it. The reactants are: [NH2:1][CH2:2][C:3]1[NH:7][N:6]=[C:5]([C:8]2[CH:13]=[CH:12][C:11]([F:14])=[CH:10][CH:9]=2)[C:4]=1[C:15]1[CH:20]=[CH:19][N:18]=[CH:17][CH:16]=1.[N+](C1C=CC([C:30]([O-])=[O:31])=CC=1)([O-])=O. (5) Given the product [Cl:1][C:2]1[CH:7]=[CH:6][C:5]([S:8]([N:11]([C:15]2[C:16]([C:22]([C:24]3[CH:25]([CH3:31])[N:26]([OH:41])[CH:27]=[CH:28][C:29]=3[CH3:30])=[O:23])=[N:17][CH:18]=[C:19]([Cl:21])[CH:20]=2)[CH2:12][O:13][CH3:14])(=[O:9])=[O:10])=[CH:4][C:3]=1[C:32]([F:35])([F:33])[F:34], predict the reactants needed to synthesize it. The reactants are: [Cl:1][C:2]1[CH:7]=[CH:6][C:5]([S:8]([N:11]([C:15]2[C:16]([C:22]([C:24]3[C:25]([CH3:31])=[N:26][CH:27]=[CH:28][C:29]=3[CH3:30])=[O:23])=[N:17][CH:18]=[C:19]([Cl:21])[CH:20]=2)[CH2:12][O:13][CH3:14])(=[O:10])=[O:9])=[CH:4][C:3]=1[C:32]([F:35])([F:34])[F:33].ClC1C=C(C=CC=1)C(OO)=[O:41].N1C=CC=CC=1.